Task: Predict the reactants needed to synthesize the given product.. Dataset: Full USPTO retrosynthesis dataset with 1.9M reactions from patents (1976-2016) Given the product [C:44]([O:43][C:42](=[O:48])[NH:41][C@H:38]1[CH2:37][CH2:36][C@H:35]([NH:34][C:31]([C:19]2[C:15]3[N:16]=[CH:17][N:18]=[C:13]([C:7]4[CH:8]=[C:9]([CH3:12])[CH:10]=[CH:11][C:6]=4[O:5][CH2:4][CH:1]4[CH2:2][CH2:3]4)[C:14]=3[N:21]([CH2:22][O:23][CH2:24][CH2:25][Si:26]([CH3:27])([CH3:29])[CH3:28])[C:20]=2[CH3:30])=[O:33])[CH2:40][CH2:39]1)([CH3:47])([CH3:45])[CH3:46], predict the reactants needed to synthesize it. The reactants are: [CH:1]1([CH2:4][O:5][C:6]2[CH:11]=[CH:10][C:9]([CH3:12])=[CH:8][C:7]=2[C:13]2[C:14]3[N:21]([CH2:22][O:23][CH2:24][CH2:25][Si:26]([CH3:29])([CH3:28])[CH3:27])[C:20]([CH3:30])=[C:19]([C:31]([OH:33])=O)[C:15]=3[N:16]=[CH:17][N:18]=2)[CH2:3][CH2:2]1.[NH2:34][C@H:35]1[CH2:40][CH2:39][C@H:38]([NH:41][C:42](=[O:48])[O:43][C:44]([CH3:47])([CH3:46])[CH3:45])[CH2:37][CH2:36]1.